From a dataset of Catalyst prediction with 721,799 reactions and 888 catalyst types from USPTO. Predict which catalyst facilitates the given reaction. (1) Reactant: [NH2:1][C:2]1[CH:3]=[C:4]([C:8]2[C:17]3[C:12](=[CH:13][C:14]([O:20][CH3:21])=[C:15]([O:18][CH3:19])[CH:16]=3)[N:11]=[C:10](CN)[N:9]=2)[CH:5]=[CH:6][CH:7]=1.[Cl-].[C:25]([O:36]C)(=O)[C:26]1[CH:34]=[CH:33][C:29]([C:30]([O-:32])=[O:31])=[CH:28][CH:27]=1.[CH:38]([N:41](CC)C(C)C)(C)C.[Cl-].[C:48](OC)(=O)C1C=CC(C([O-])=O)=CC=1. Product: [CH3:48][C:28]1[CH:27]=[C:26]([C:25]([NH:1][C:2]2[CH:7]=[CH:6][CH:5]=[C:4]([C:8]3[C:17]4[C:12](=[CH:13][C:14]([O:20][CH3:21])=[C:15]([O:18][CH3:19])[CH:16]=4)[N:11]=[C:10]([NH:41][CH3:38])[N:9]=3)[CH:3]=2)=[O:36])[CH:34]=[CH:33][C:29]=1[C:30]([OH:32])=[O:31]. The catalyst class is: 7. (2) Reactant: Cl[CH2:2][CH2:3][CH2:4][S:5]([O:8][C:9]1[CH:14]=[CH:13][C:12]([C:15]2[C:24]([CH2:25][O:26][C:27]3[CH:32]=[C:31]([F:33])[CH:30]=[CH:29][C:28]=3[CH3:34])=[C:23]3[C:18]([NH:19][C:20]([CH3:38])([CH3:37])[C:21](=[O:36])[N:22]3[CH3:35])=[CH:17][CH:16]=2)=[C:11]([O:39][CH3:40])[CH:10]=1)(=[O:7])=[O:6].[CH2:41]([NH2:48])[C:42]1[CH:47]=[CH:46][CH:45]=[CH:44][CH:43]=1.[I-].[K+].C(OCC)(=O)C. Product: [CH2:41]([NH:48][CH2:2][CH2:3][CH2:4][S:5]([O:8][C:9]1[CH:14]=[CH:13][C:12]([C:15]2[C:24]([CH2:25][O:26][C:27]3[CH:32]=[C:31]([F:33])[CH:30]=[CH:29][C:28]=3[CH3:34])=[C:23]3[C:18]([NH:19][C:20]([CH3:38])([CH3:37])[C:21](=[O:36])[N:22]3[CH3:35])=[CH:17][CH:16]=2)=[C:11]([O:39][CH3:40])[CH:10]=1)(=[O:7])=[O:6])[C:42]1[CH:47]=[CH:46][CH:45]=[CH:44][CH:43]=1. The catalyst class is: 9. (3) Reactant: [Cl:1][C:2]1[CH:7]=[CH:6][C:5]([NH:8][C:9]([NH:11][CH2:12][CH:13]2[O:18][CH2:17][CH2:16][NH:15][CH2:14]2)=[O:10])=[CH:4][CH:3]=1.[Cl:19][C:20]1[CH:21]=[C:22]([CH:26]=[CH:27][C:28]=1[Cl:29])[C:23](Cl)=[O:24]. Product: [Cl:1][C:2]1[CH:7]=[CH:6][C:5]([NH:8][C:9]([NH:11][CH2:12][CH:13]2[O:18][CH2:17][CH2:16][N:15]([C:23](=[O:24])[C:22]3[CH:26]=[CH:27][C:28]([Cl:29])=[C:20]([Cl:19])[CH:21]=3)[CH2:14]2)=[O:10])=[CH:4][CH:3]=1. The catalyst class is: 9. (4) The catalyst class is: 3. Product: [Si:27]([O:15][CH2:14][C:13]([C:4]1[CH:3]=[C:2]([NH2:1])[N:6]([C:7]2[CH:12]=[CH:11][CH:10]=[CH:9][CH:8]=2)[N:5]=1)([CH3:17])[CH3:16])([C:24]([CH3:26])([CH3:25])[CH3:23])([CH3:29])[CH3:28]. Reactant: [NH2:1][C:2]1[N:6]([C:7]2[CH:12]=[CH:11][CH:10]=[CH:9][CH:8]=2)[N:5]=[C:4]([C:13]([CH3:17])([CH3:16])[CH2:14][OH:15])[CH:3]=1.N1C=CN=C1.[CH3:23][C:24]([Si:27](Cl)([CH3:29])[CH3:28])([CH3:26])[CH3:25]. (5) Reactant: [H-].[Na+].[Br:3][C:4]1[C:14]([OH:15])=[CH:13][C:7]([C:8]([O:10][CH2:11][CH3:12])=[O:9])=[CH:6][C:5]=1[OH:16].CN(C=O)C.I[CH2:23][CH2:24][CH3:25]. Product: [Br:3][C:4]1[C:5]([O:16][CH2:23][CH2:24][CH3:25])=[CH:6][C:7]([C:8]([O:10][CH2:11][CH3:12])=[O:9])=[CH:13][C:14]=1[OH:15]. The catalyst class is: 6. (6) Reactant: [CH3:1][O:2][C:3](=[O:23])[C@@H:4]([NH:15][C:16]([O:18][C:19]([CH3:22])([CH3:21])[CH3:20])=[O:17])[CH2:5][C:6]1[CH:11]=[CH:10][C:9]([N+:12]([O-])=O)=[CH:8][CH:7]=1.[Cl-].[NH4+].CO. Product: [CH3:1][O:2][C:3](=[O:23])[C@@H:4]([NH:15][C:16]([O:18][C:19]([CH3:21])([CH3:20])[CH3:22])=[O:17])[CH2:5][C:6]1[CH:11]=[CH:10][C:9]([NH2:12])=[CH:8][CH:7]=1. The catalyst class is: 739.